From a dataset of Full USPTO retrosynthesis dataset with 1.9M reactions from patents (1976-2016). Predict the reactants needed to synthesize the given product. (1) Given the product [I-:25].[Cl:1][C:2]1[CH:7]=[CH:6][C:5]([C:8]([CH:20]2[CH2:21][CH2:22][CH2:23][CH2:24]2)([CH3:19])[C:9]([O:11][CH:12]2[CH2:17][CH2:16][N+:15]([CH3:26])([CH3:18])[CH2:14][CH2:13]2)=[O:10])=[CH:4][CH:3]=1, predict the reactants needed to synthesize it. The reactants are: [Cl:1][C:2]1[CH:7]=[CH:6][C:5]([C:8]([CH:20]2[CH2:24][CH2:23][CH2:22][CH2:21]2)([CH3:19])[C:9]([O:11][CH:12]2[CH2:17][CH2:16][N:15]([CH3:18])[CH2:14][CH2:13]2)=[O:10])=[CH:4][CH:3]=1.[I:25][CH3:26]. (2) Given the product [Cl:1][C:2]1[CH:17]=[C:16]([CH2:18][NH:25][CH2:20][CH2:21][CH2:22][CH2:23][CH3:24])[CH:15]=[CH:14][C:3]=1[O:4][C:5]1[CH:6]=[CH:7][C:8]([C:11]([NH2:13])=[O:12])=[N:9][CH:10]=1, predict the reactants needed to synthesize it. The reactants are: [Cl:1][C:2]1[CH:17]=[C:16]([CH:18]=O)[CH:15]=[CH:14][C:3]=1[O:4][C:5]1[CH:6]=[CH:7][C:8]([C:11]([NH2:13])=[O:12])=[N:9][CH:10]=1.[CH2:20]([NH2:25])[CH2:21][CH2:22][CH2:23][CH3:24]. (3) Given the product [N:8]1[C:9]2[NH:10][CH2:11][CH2:12][CH2:13][C:14]=2[CH:15]=[CH:16][C:7]=1[CH2:6][CH2:5][CH2:4][C:3]1[N:17]=[C:27]([CH2:29][C:21]2([CH2:23][C:24]([OH:26])=[O:25])[CH2:22][CH2:18][CH2:19][CH2:20]2)[O:1][N:2]=1, predict the reactants needed to synthesize it. The reactants are: [OH:1]/[N:2]=[C:3](\[NH2:17])/[CH2:4][CH2:5][CH2:6][C:7]1[CH:16]=[CH:15][C:14]2[CH2:13][CH2:12][CH2:11][NH:10][C:9]=2[N:8]=1.[CH2:18]1[CH2:22][C:21]2([CH2:29][C:27](=O)[O:26][C:24](=[O:25])[CH2:23]2)[CH2:20][CH2:19]1. (4) Given the product [CH3:1][S:3][CH2:4][C:5]1[O:6][C:7]([C:10]2[CH:11]=[N:12][CH:13]=[CH:14][CH:15]=2)=[CH:8][CH:9]=1, predict the reactants needed to synthesize it. The reactants are: [C:1](=O)([S:3][CH2:4][C:5]1[O:6][C:7]([C:10]2[CH:11]=[N:12][CH:13]=[CH:14][CH:15]=2)=[CH:8][CH:9]=1)C.C[O-].[Na+].CI.C(=O)(O)[O-].[Na+].